Task: Predict the product of the given reaction.. Dataset: Forward reaction prediction with 1.9M reactions from USPTO patents (1976-2016) (1) The product is: [CH3:1][O:2][C:3](=[O:24])/[CH:4]=[CH:37]/[C:36]1[CH:39]=[CH:40][C:33]([O:32][CH2:25][C:26]2[CH:31]=[CH:30][CH:29]=[CH:28][CH:27]=2)=[CH:34][C:35]=1[F:41]. Given the reactants [CH3:1][O:2][C:3](=[O:24])[CH:4]=P(C1C=CC=CC=1)(C1C=CC=CC=1)C1C=CC=CC=1.[CH2:25]([O:32][C:33]1[CH:40]=[CH:39][C:36]([CH:37]=O)=[C:35]([F:41])[CH:34]=1)[C:26]1[CH:31]=[CH:30][CH:29]=[CH:28][CH:27]=1, predict the reaction product. (2) Given the reactants Cl[C:2]1[C:3]2[O:10][C:9]3[CH:11]=[CH:12][CH:13]=[CH:14][C:8]=3[C:4]=2[N:5]=[CH:6][N:7]=1.Cl.Cl.[NH2:17][CH2:18][CH2:19][NH:20][C:21]1[CH:26]=[CH:25][N:24]=[C:23]([NH2:27])[N:22]=1, predict the reaction product. The product is: [N:5]1[C:4]2[C:8]3[CH:14]=[CH:13][CH:12]=[CH:11][C:9]=3[O:10][C:3]=2[C:2]([NH:17][CH2:18][CH2:19][NH:20][C:21]2[CH:26]=[CH:25][N:24]=[C:23]([NH2:27])[N:22]=2)=[N:7][CH:6]=1.